Dataset: Peptide-MHC class I binding affinity with 185,985 pairs from IEDB/IMGT. Task: Regression. Given a peptide amino acid sequence and an MHC pseudo amino acid sequence, predict their binding affinity value. This is MHC class I binding data. (1) The peptide sequence is YFANNKFTL. The MHC is HLA-A01:01 with pseudo-sequence HLA-A01:01. The binding affinity (normalized) is 0. (2) The peptide sequence is FRAAVRAHF. The MHC is HLA-B58:01 with pseudo-sequence HLA-B58:01. The binding affinity (normalized) is 0.0847. (3) The peptide sequence is AVFKMSPGY. The MHC is HLA-A26:01 with pseudo-sequence HLA-A26:01. The binding affinity (normalized) is 0.301. (4) The peptide sequence is YQVEGATRV. The MHC is HLA-A69:01 with pseudo-sequence HLA-A69:01. The binding affinity (normalized) is 0.0847. (5) The peptide sequence is YEKKLALYL. The MHC is HLA-B40:01 with pseudo-sequence HLA-B40:01. The binding affinity (normalized) is 0.622.